This data is from Full USPTO retrosynthesis dataset with 1.9M reactions from patents (1976-2016). The task is: Predict the reactants needed to synthesize the given product. (1) Given the product [CH2:13]([CH:12]1[C:3]2[CH:4]=[CH:5][C:6]3[C:11](=[N:10][CH:9]=[CH:8][CH:7]=3)[C:2]=2[NH:1][S:18](=[O:20])(=[O:19])[N:17]1[CH3:16])[CH3:14], predict the reactants needed to synthesize it. The reactants are: [NH2:1][C:2]1[C:3]([C:12](=O)[CH2:13][CH3:14])=[CH:4][CH:5]=[C:6]2[C:11]=1[N:10]=[CH:9][CH:8]=[CH:7]2.[CH3:16][NH:17][S:18](Cl)(=[O:20])=[O:19].[BH4-].[Na+]. (2) Given the product [Cl:1][C:2]1[CH:7]=[CH:6][C:5]([O:8][CH3:9])=[CH:4][C:3]=1[NH:10][C:11]1[C:12]([NH:21][S:22]([C:25]2[CH:26]=[C:27]([CH:38]=[CH:39][CH:40]=2)[C:28]([NH:30][CH2:31][CH:32]2[CH2:37][CH2:36][CH2:35][CH2:34][N:33]2[CH3:41])=[O:29])(=[O:24])=[O:23])=[N:13][C:14]2[C:19]([N:20]=1)=[CH:18][CH:17]=[CH:16][CH:15]=2, predict the reactants needed to synthesize it. The reactants are: [Cl:1][C:2]1[CH:7]=[CH:6][C:5]([O:8][CH3:9])=[CH:4][C:3]=1[NH:10][C:11]1[C:12]([NH:21][S:22]([C:25]2[CH:26]=[C:27]([CH:38]=[CH:39][CH:40]=2)[C:28]([NH:30][CH2:31][CH:32]2[CH2:37][CH2:36][CH2:35][CH2:34][NH:33]2)=[O:29])(=[O:24])=[O:23])=[N:13][C:14]2[C:19]([N:20]=1)=[CH:18][CH:17]=[CH:16][CH:15]=2.[CH:41](O)=O.C=O. (3) Given the product [CH:50]1([C:56]2[CH:57]=[CH:58][C:59]([O:47][C:45](=[O:46])[N:42]([CH3:43])[C@H:41]3[C:3](=[O:17])[N:4]([CH:8]([Si:9]([CH3:12])([CH3:11])[CH3:10])[Si:13]([CH3:15])([CH3:14])[CH3:16])[C:40]3([CH3:49])[CH3:39])=[CH:60][CH:61]=2)[CH2:51][CH2:52][CH2:53][CH2:54][CH2:55]1, predict the reactants needed to synthesize it. The reactants are: N[C@@H]1C(C)(C)[N:4]([CH:8]([Si:13]([CH3:16])([CH3:15])[CH3:14])[Si:9]([CH3:12])([CH3:11])[CH3:10])[C:3]1=[O:17].CCN(C(C)C)C(C)C.C1(C2C=CC([C:39]3C=[CH:43][N:42]([C:45]([O-:47])=[O:46])[C:41](=O)[C:40]=3[CH3:49])=CC=2)CCCCC1.[CH:50]1([C:56]2[CH:61]=[CH:60][C:59](CO)=[CH:58][CH:57]=2)[CH2:55][CH2:54][CH2:53][CH2:52][CH2:51]1.